From a dataset of Forward reaction prediction with 1.9M reactions from USPTO patents (1976-2016). Predict the product of the given reaction. Given the reactants [ClH:1].Cl.[NH2:3][C@@H:4]1[CH2:6][C@H:5]1[C:7]1[CH:8]=[C:9]([CH:19]=[CH:20][CH:21]=1)[C:10]([NH:12][C:13]1[S:14][C:15]([CH3:18])=[N:16][N:17]=1)=[O:11].C(=O)([O-])O.[Na+].[C:27]1(=O)[CH2:30][CH2:29][CH2:28]1, predict the reaction product. The product is: [ClH:1].[ClH:1].[CH:27]1([NH:3][C@@H:4]2[CH2:6][C@H:5]2[C:7]2[CH:8]=[C:9]([CH:19]=[CH:20][CH:21]=2)[C:10]([NH:12][C:13]2[S:14][C:15]([CH3:18])=[N:16][N:17]=2)=[O:11])[CH2:30][CH2:29][CH2:28]1.